This data is from Forward reaction prediction with 1.9M reactions from USPTO patents (1976-2016). The task is: Predict the product of the given reaction. (1) Given the reactants [NH2:1][C:2]1[CH:7]=[CH:6][C:5]([OH:8])=[CH:4][CH:3]=1.C(O)(=O)C.[O-:13][C:14]#[N:15].[Na+], predict the reaction product. The product is: [OH:8][C:5]1[CH:6]=[CH:7][C:2]([NH:1][C:14]([NH2:15])=[O:13])=[CH:3][CH:4]=1. (2) Given the reactants [Pb](Cl)Cl.[CH2:4]1COCC1.BrCBr.[Cl:12][C:13]1[C:14]([O:23][CH3:24])=[C:15]([C:19](=O)[CH2:20][CH3:21])[CH:16]=[CH:17][CH:18]=1, predict the reaction product. The product is: [Cl:12][C:13]1[CH:18]=[CH:17][CH:16]=[C:15]([C:19]([CH3:4])=[CH:20][CH3:21])[C:14]=1[O:23][CH3:24]. (3) Given the reactants [CH3:1][C:2]1([CH3:29])[O:7][C:6]2[CH:8]=[C:9](/[CH:12]=[CH:13]/[C:14]([N:16]([CH3:28])[CH2:17][C:18]3[O:19][C:20]4[CH:27]=[CH:26][CH:25]=[CH:24][C:21]=4[C:22]=3[CH3:23])=[O:15])[CH:10]=[N:11][C:5]=2[NH:4][CH2:3]1.[ClH:30], predict the reaction product. The product is: [ClH:30].[CH3:1][C:2]1([CH3:29])[O:7][C:6]2[CH:8]=[C:9](/[CH:12]=[CH:13]/[C:14]([N:16]([CH3:28])[CH2:17][C:18]3[O:19][C:20]4[CH:27]=[CH:26][CH:25]=[CH:24][C:21]=4[C:22]=3[CH3:23])=[O:15])[CH:10]=[N:11][C:5]=2[NH:4][CH2:3]1. (4) Given the reactants [F:1][C:2]1[CH:21]=[C:20](I)[CH:19]=[CH:18][C:3]=1[NH:4][C:5]1[C:6]([C:12]([NH:14][CH2:15][CH2:16][OH:17])=[O:13])=[CH:7][NH:8][C:9](=[O:11])[CH:10]=1.[Si:23]([C:27]#[CH:28])([CH3:26])([CH3:25])[CH3:24], predict the reaction product. The product is: [F:1][C:2]1[CH:21]=[C:20]([C:28]#[C:27][Si:23]([CH3:26])([CH3:25])[CH3:24])[CH:19]=[CH:18][C:3]=1[NH:4][C:5]1[C:6]([C:12]([NH:14][CH2:15][CH2:16][OH:17])=[O:13])=[CH:7][NH:8][C:9](=[O:11])[CH:10]=1. (5) Given the reactants C(OC([N:11]1[CH2:16][CH2:15][O:14][C:13]2[CH:17]=[N:18][C:19](Br)=[CH:20][C:12]1=2)=O)C1C=CC=CC=1.[OH-:22].[K+].C(P(C(C)(C)C)C1C(C)=C(C)C(C)C(C)(CCC)C=1C1C=CC(CCC)=CC=1CCC)(C)(C)C, predict the reaction product. The product is: [NH:11]1[CH2:16][CH2:15][O:14][C:13]2[CH:17]=[N:18][C:19]([OH:22])=[CH:20][C:12]1=2.